Dataset: Peptide-MHC class I binding affinity with 185,985 pairs from IEDB/IMGT. Task: Regression. Given a peptide amino acid sequence and an MHC pseudo amino acid sequence, predict their binding affinity value. This is MHC class I binding data. (1) The peptide sequence is TPALAARGF. The MHC is HLA-A02:01 with pseudo-sequence HLA-A02:01. The binding affinity (normalized) is 0.0847. (2) The peptide sequence is SRGYRIQRL. The MHC is H-2-Db with pseudo-sequence H-2-Db. The binding affinity (normalized) is 0. (3) The peptide sequence is DTCLLAISA. The MHC is HLA-A02:01 with pseudo-sequence HLA-A02:01. The binding affinity (normalized) is 0.186. (4) The peptide sequence is HYLQGSNA. The MHC is H-2-Kd with pseudo-sequence H-2-Kd. The binding affinity (normalized) is 0.487.